From a dataset of Reaction yield outcomes from USPTO patents with 853,638 reactions. Predict the reaction yield, written as a fraction of the theoretical maximum amount of product (1.0 means a 100% yield; for example, 0.34 means a 34% yield). The reactants are [OH:1][C@@:2]1([C:9]#[C:10][C:11]2[CH:12]=[C:13]([N:17]3[C:25]4[C:20](=[CH:21][C:22]([CH2:26][OH:27])=[CH:23][CH:24]=4)[C:19]([C:28]([O:30]C)=O)=[N:18]3)[CH:14]=[CH:15][CH:16]=2)[CH2:6][CH2:5][N:4]([CH3:7])[C:3]1=[O:8].[NH3:32]. The catalyst is CO. The product is [OH:1][C@@:2]1([C:9]#[C:10][C:11]2[CH:12]=[C:13]([N:17]3[C:25]4[C:20](=[CH:21][C:22]([CH2:26][OH:27])=[CH:23][CH:24]=4)[C:19]([C:28]([NH2:32])=[O:30])=[N:18]3)[CH:14]=[CH:15][CH:16]=2)[CH2:6][CH2:5][N:4]([CH3:7])[C:3]1=[O:8]. The yield is 0.110.